Task: Predict the reactants needed to synthesize the given product.. Dataset: Full USPTO retrosynthesis dataset with 1.9M reactions from patents (1976-2016) (1) Given the product [CH:1]([NH:5][C:6]1[S:7][C:8]2[C:13]([N:14]=1)=[CH:12][CH:11]=[C:10]([C:15]1[NH:39][CH:38]=[N:37][C:26]=1[C:21]1[CH:22]=[CH:23][CH:24]=[CH:25][C:20]=1[F:19])[N:9]=2)([CH2:3][CH3:4])[CH3:2], predict the reactants needed to synthesize it. The reactants are: [CH:1]([NH:5][C:6]1[S:7][C:8]2[C:13]([N:14]=1)=[CH:12][CH:11]=[C:10]([CH:15]=O)[N:9]=2)([CH2:3][CH3:4])[CH3:2].[NH4+].[OH-].[F:19][C:20]1[CH:25]=[CH:24][CH:23]=[CH:22][C:21]=1[CH:26]([N+:37]#[C-:38])S(C1C=CC(C)=CC=1)(=O)=O.[NH:39]1CCNCC1. (2) The reactants are: [CH3:1][C:2]1([CH3:10])[CH2:7][O:6][CH:5]([CH2:8][OH:9])[CH2:4][O:3]1.[CH3:11][S:12](Cl)(=[O:14])=[O:13].C([O-])(O)=O.[Na+]. Given the product [CH3:11][S:12]([O:9][CH2:8][CH:5]1[CH2:4][O:3][C:2]([CH3:10])([CH3:1])[CH2:7][O:6]1)(=[O:14])=[O:13], predict the reactants needed to synthesize it. (3) Given the product [C:19]([C:18]1[CH:21]=[CH:22][C:15]([NH:14][C:7](=[O:8])[C:6]2[CH:10]=[CH:11][CH:12]=[CH:13][C:5]=2[O:4][CH:1]([CH3:3])[CH3:2])=[CH:16][C:17]=1[C:23]([F:24])([F:25])[F:26])#[N:20], predict the reactants needed to synthesize it. The reactants are: [CH:1]([O:4][C:5]1[CH:13]=[CH:12][CH:11]=[CH:10][C:6]=1[C:7](Cl)=[O:8])([CH3:3])[CH3:2].[NH2:14][C:15]1[CH:22]=[CH:21][C:18]([C:19]#[N:20])=[C:17]([C:23]([F:26])([F:25])[F:24])[CH:16]=1.C(N(CC)CC)C. (4) Given the product [C:1]([O:5][C:6]([N:8]1[CH2:13][CH2:12][C:11]([CH2:15][CH2:16][CH2:17][NH2:18])([CH2:14][CH3:19])[CH2:10][CH2:9]1)=[O:7])([CH3:4])([CH3:3])[CH3:2], predict the reactants needed to synthesize it. The reactants are: [C:1]([O:5][C:6]([N:8]1[CH2:13][CH2:12][C:11]([CH2:15][CH2:16][CH2:17][NH2:18])([CH3:14])[CH2:10][CH2:9]1)=[O:7])([CH3:4])([CH3:3])[CH3:2].[CH3:19]OC(C1(CC)CCN(C(OC(C)(C)C)=O)CC1)=O.